Dataset: Reaction yield outcomes from USPTO patents with 853,638 reactions. Task: Predict the reaction yield, written as a fraction of the theoretical maximum amount of product (1.0 means a 100% yield; for example, 0.34 means a 34% yield). (1) The reactants are [Si:1]([O:8]S(C(F)(F)F)(=O)=O)([C:4]([CH3:7])([CH3:6])[CH3:5])([CH3:3])[CH3:2].C(N(CC)CC)C.[CH2:23]([C:26]1([CH:30](O)[CH2:31][C:32]#[CH:33])[CH2:29][CH2:28][CH2:27]1)[CH2:24][CH3:25].C([O-])(O)=O.[Na+]. The catalyst is C(Cl)Cl. The product is [C:4]([Si:1]([CH3:3])([CH3:2])[O:8][CH:30]([C:26]1([CH2:23][CH2:24][CH3:25])[CH2:27][CH2:28][CH2:29]1)[CH2:31][C:32]#[CH:33])([CH3:7])([CH3:6])[CH3:5]. The yield is 1.00. (2) The reactants are [Cl:1][C:2]1[CH:3]=[CH:4][C:5]([NH:8][C:9](=[O:28])[C:10]2[CH:15]=[C:14]([C:16]([O:18][CH3:19])=[O:17])[CH:13]=[CH:12][C:11]=2[NH:20][CH2:21][CH:22]2[CH2:27][CH2:26][NH:25][CH2:24][CH2:23]2)=[N:6][CH:7]=1.Cl[C:30]1[CH:35]=[CH:34][N:33]=[C:32]([C:36]([OH:38])=[O:37])[CH:31]=1. No catalyst specified. The product is [Cl:1][C:2]1[CH:3]=[CH:4][C:5]([NH:8][C:9](=[O:28])[C:10]2[CH:15]=[C:14]([C:16]([O:18][CH3:19])=[O:17])[CH:13]=[CH:12][C:11]=2[NH:20][CH2:21][CH:22]2[CH2:27][CH2:26][N:25]([C:30]3[CH:35]=[CH:34][N:33]=[C:32]([C:36]([OH:38])=[O:37])[CH:31]=3)[CH2:24][CH2:23]2)=[N:6][CH:7]=1. The yield is 0.820. (3) The reactants are C(O[C:9]([N:11](C)[CH2:12][C:13]([CH3:18])([CH3:17])[C:14]([OH:16])=[O:15])=O)C1C=CC=CC=1.[ClH:20]. The catalyst is CO.[Pd]. The product is [ClH:20].[CH3:17][C:13]([CH3:18])([CH2:12][NH:11][CH3:9])[C:14]([OH:16])=[O:15]. The yield is 1.00. (4) The reactants are N1C2C(=CC=C(O)C=2)CCC1.[C:12]([O:16][C:17]([N:19]1[C:28]2[C:23](=[CH:24][CH:25]=[C:26]([OH:29])[CH:27]=2)[CH2:22][CH2:21][CH2:20]1)=[O:18])([CH3:15])([CH3:14])[CH3:13].[C:30](O[C:30]([O:32][C:33]([CH3:36])([CH3:35])[CH3:34])=[O:31])([O:32][C:33]([CH3:36])([CH3:35])[CH3:34])=[O:31]. The catalyst is CN(C1C=CN=CC=1)C.C1COCC1. The product is [C:12]([O:16][C:17]([N:19]1[C:28]2[C:23](=[CH:24][CH:25]=[C:26]([O:29][C:30]([O:32][C:33]([CH3:36])([CH3:35])[CH3:34])=[O:31])[CH:27]=2)[CH2:22][CH2:21][CH2:20]1)=[O:18])([CH3:15])([CH3:13])[CH3:14]. The yield is 0.570. (5) No catalyst specified. The product is [C:1]([C:5]1[CH:10]=[C:9]([S:20]([Cl:19])(=[O:22])=[O:21])[CH:8]=[C:7]([C:15]([CH3:18])([CH3:17])[CH3:16])[CH:6]=1)([CH3:4])([CH3:3])[CH3:2]. The yield is 0.500. The reactants are [C:1]([C:5]1[CH:10]=[C:9](C(C)(C)C)[CH:8]=[C:7]([C:15]([CH3:18])([CH3:17])[CH3:16])[CH:6]=1)([CH3:4])([CH3:3])[CH3:2].[Cl:19][S:20](O)(=[O:22])=[O:21]. (6) The reactants are [Cl:1][C:2]1[C:3]2[C:4]3[CH:5]=[C:6]([CH2:15][C:16](OCC)=[O:17])[CH:7]=[CH:8][C:9]=3[S:10][C:11]=2[N:12]=[CH:13][N:14]=1.CC(C[AlH]CC(C)C)C. The catalyst is C1COCC1. The product is [Cl:1][C:2]1[C:3]2[C:4]3[CH:5]=[C:6]([CH2:15][CH2:16][OH:17])[CH:7]=[CH:8][C:9]=3[S:10][C:11]=2[N:12]=[CH:13][N:14]=1. The yield is 0.680. (7) The reactants are [N:1]1[C:6]([C:7](OC)=[O:8])=[CH:5][CH:4]=[CH:3][C:2]=1[C:11]([O:13][CH3:14])=[O:12].[BH4-].[Na+]. The catalyst is CO.O1CCCC1. The product is [OH:8][CH2:7][C:6]1[N:1]=[C:2]([C:11]([O:13][CH3:14])=[O:12])[CH:3]=[CH:4][CH:5]=1. The yield is 0.840. (8) The reactants are [CH2:1]([C:5]1[N:6]=[C:7]2[CH:34]=[CH:33][CH:32]=[CH:31][N:8]2[C:9](=[O:30])[C:10]=1[C:11]1[CH:16]=[CH:15][C:14]([NH:17][C@@H:18]2[CH2:22][CH2:21][N:20](C(OC(C)(C)C)=O)[CH2:19]2)=[CH:13][CH:12]=1)[CH2:2][CH2:3][CH3:4].[ClH:35]. The catalyst is CO. The product is [ClH:35].[CH2:1]([C:5]1[N:6]=[C:7]2[CH:34]=[CH:33][CH:32]=[CH:31][N:8]2[C:9](=[O:30])[C:10]=1[C:11]1[CH:12]=[CH:13][C:14]([NH:17][C@@H:18]2[CH2:22][CH2:21][NH:20][CH2:19]2)=[CH:15][CH:16]=1)[CH2:2][CH2:3][CH3:4]. The yield is 0.870. (9) The reactants are [C:1]([C:11]1[CH:20]=[C:19]([O:21][CH3:22])[CH:18]=[CH:17][C:12]=1[C:13]([O:15]C)=O)#[C:2][CH2:3][CH2:4][CH2:5][CH2:6][CH2:7][CH2:8][CH2:9][CH3:10].Cl.[CH3:24][NH:25][O:26][CH3:27].[Li]CCCC. No catalyst specified. The product is [C:1]([C:11]1[CH:20]=[C:19]([O:21][CH3:22])[CH:18]=[CH:17][C:12]=1[C:13]([N:25]([CH3:24])[O:26][CH3:27])=[O:15])#[C:2][CH2:3][CH2:4][CH2:5][CH2:6][CH2:7][CH2:8][CH2:9][CH3:10]. The yield is 0.940. (10) The reactants are [CH2:1]([O:8][C:9]([N:11]([CH3:34])[CH2:12][CH2:13][C:14]1[CH:33]=[CH:32][C:17]([C:18]([NH:20][C:21]2[C:22]([OH:31])=[C:23]([CH:28]=[CH:29][CH:30]=2)[C:24]([O:26][CH3:27])=[O:25])=O)=[CH:16][CH:15]=1)=[O:10])[C:2]1[CH:7]=[CH:6][CH:5]=[CH:4][CH:3]=1.N1C=CC=CC=1.S(Cl)(Cl)=O. The catalyst is C1(C)C=CC=CC=1. The product is [CH2:1]([O:8][C:9]([N:11]([CH3:34])[CH2:12][CH2:13][C:14]1[CH:33]=[CH:32][C:17]([C:18]2[O:31][C:22]3[C:23]([C:24]([O:26][CH3:27])=[O:25])=[CH:28][CH:29]=[CH:30][C:21]=3[N:20]=2)=[CH:16][CH:15]=1)=[O:10])[C:2]1[CH:7]=[CH:6][CH:5]=[CH:4][CH:3]=1. The yield is 0.220.